Task: Predict the product of the given reaction.. Dataset: Forward reaction prediction with 1.9M reactions from USPTO patents (1976-2016) (1) Given the reactants [Cl:1][C:2]1[CH:10]=[CH:9][C:8]2[N:7]([CH2:11][C:12]([C:15]3[CH:20]=[CH:19][N:18]=[CH:17][C:16]=3[CH3:21])(O)[CH3:13])[C:6]3[CH2:22][CH2:23][N:24]([CH3:26])[CH2:25][C:5]=3[C:4]=2[CH:3]=1.O=S(Cl)[Cl:29], predict the reaction product. The product is: [Cl:1][C:2]1[CH:10]=[CH:9][C:8]2[N:7]([CH2:11][C:12]([Cl:29])([C:15]3[CH:20]=[CH:19][N:18]=[CH:17][C:16]=3[CH3:21])[CH3:13])[C:6]3[CH2:22][CH2:23][N:24]([CH3:26])[CH2:25][C:5]=3[C:4]=2[CH:3]=1. (2) Given the reactants [Cl:1][C:2]1[CH:10]=[C:9]2[C:5]([C:6]([C:11]([O:13][CH3:14])=[O:12])=[CH:7][NH:8]2)=[CH:4][C:3]=1B1OCC(C)(C)CO1.Br[C:24]1[CH:29]=[CH:28][C:27]([CH:30]2[CH2:33][CH2:32][N:31]2[C:34](=[O:36])[CH3:35])=[CH:26][CH:25]=1.C(=O)([O-])[O-].[K+].[K+].C(OCC)(=O)C, predict the reaction product. The product is: [C:34]([N:31]1[CH2:32][CH2:33][CH:30]1[C:27]1[CH:28]=[CH:29][C:24]([C:3]2[CH:4]=[C:5]3[C:9](=[CH:10][C:2]=2[Cl:1])[NH:8][CH:7]=[C:6]3[C:11]([O:13][CH3:14])=[O:12])=[CH:25][CH:26]=1)(=[O:36])[CH3:35].